This data is from Reaction yield outcomes from USPTO patents with 853,638 reactions. The task is: Predict the reaction yield, written as a fraction of the theoretical maximum amount of product (1.0 means a 100% yield; for example, 0.34 means a 34% yield). The reactants are [NH2:1][C:2]1[CH:28]=[CH:27][C:5]([O:6][C:7]2[C:16]3[C:11](=[CH:12][C:13]([O:19][CH2:20][C:21]4[CH:26]=[CH:25][CH:24]=[CH:23][CH:22]=4)=[C:14]([C:17]#[N:18])[CH:15]=3)[N:10]=[CH:9][CH:8]=2)=[CH:4][C:3]=1[Cl:29].[N:30]1[CH:35]=C[CH:33]=[CH:32][CH:31]=1.ClC(OC1C=CC=CC=1)=[O:38].C1(N)CC1. The catalyst is CN(C)C=O.C(OCC)C.O. The product is [CH2:20]([O:19][C:13]1[CH:12]=[C:11]2[C:16]([C:7]([O:6][C:5]3[CH:27]=[CH:28][C:2]([NH:1][C:35]([NH:30][CH:31]4[CH2:33][CH2:32]4)=[O:38])=[C:3]([Cl:29])[CH:4]=3)=[CH:8][CH:9]=[N:10]2)=[CH:15][C:14]=1[C:17]#[N:18])[C:21]1[CH:26]=[CH:25][CH:24]=[CH:23][CH:22]=1. The yield is 0.884.